From a dataset of Reaction yield outcomes from USPTO patents with 853,638 reactions. Predict the reaction yield, written as a fraction of the theoretical maximum amount of product (1.0 means a 100% yield; for example, 0.34 means a 34% yield). (1) The reactants are Br[C:2]1[C:11]2[CH2:10][CH2:9][CH2:8][C:7]([C:13]3[CH:18]=[CH:17][C:16]([CH3:19])=[C:15]([CH3:20])[CH:14]=3)([OH:12])[C:6]=2[CH:5]=[N:4][CH:3]=1.[C:21]([C:23]1[CH:28]=[CH:27][C:26](B(O)O)=[CH:25][CH:24]=1)#[N:22]. No catalyst specified. The product is [CH3:20][C:15]1[CH:14]=[C:13]([C:7]2([OH:12])[C:6]3[CH:5]=[N:4][CH:3]=[C:2]([C:26]4[CH:27]=[CH:28][C:23]([C:21]#[N:22])=[CH:24][CH:25]=4)[C:11]=3[CH2:10][CH2:9][CH2:8]2)[CH:18]=[CH:17][C:16]=1[CH3:19]. The yield is 0.790. (2) The reactants are [Cl:1][C:2]1[CH:10]=[CH:9][CH:8]=[C:7]2[C:3]=1[C:4]([C:17]([OH:19])=O)=[CH:5][N:6]2[CH2:11][CH:12]1[CH2:16][CH2:15][CH2:14][O:13]1.C1C=CC2N(O)N=NC=2C=1.CCN=C=NCCCN(C)C.Cl.[NH2:42][CH2:43][C:44]1([OH:52])[CH2:49][CH2:48][C:47]([F:51])([F:50])[CH2:46][CH2:45]1. No catalyst specified. The product is [Cl:1][C:2]1[CH:10]=[CH:9][CH:8]=[C:7]2[C:3]=1[C:4]([C:17]([NH:42][CH2:43][C:44]1([OH:52])[CH2:45][CH2:46][C:47]([F:51])([F:50])[CH2:48][CH2:49]1)=[O:19])=[CH:5][N:6]2[CH2:11][CH:12]1[CH2:16][CH2:15][CH2:14][O:13]1. The yield is 0.750. (3) The reactants are [CH:1]([C@H:3]1[CH2:8][CH2:7][C@H:6]([N:9]2[C:14](=[O:15])[C:13]([CH2:16][C:17]3[CH:22]=[CH:21][C:20]([C:23]4[C:24]([C:29]#[N:30])=[CH:25][CH:26]=[CH:27][CH:28]=4)=[CH:19][CH:18]=3)=[C:12]([CH2:31][CH2:32][CH3:33])[N:11]3[N:34]=[CH:35][N:36]=[C:10]23)[CH2:5][CH2:4]1)=[O:2].Br[Mg][C:39]1[CH:44]=[CH:43][C:42]([O:45][CH3:46])=[CH:41][CH:40]=1.Cl. The product is [OH:2][CH:1]([C:39]1[CH:44]=[CH:43][C:42]([O:45][CH3:46])=[CH:41][CH:40]=1)[C@H:3]1[CH2:4][CH2:5][C@H:6]([N:9]2[C:14](=[O:15])[C:13]([CH2:16][C:17]3[CH:22]=[CH:21][C:20]([C:23]4[C:24]([C:29]#[N:30])=[CH:25][CH:26]=[CH:27][CH:28]=4)=[CH:19][CH:18]=3)=[C:12]([CH2:31][CH2:32][CH3:33])[N:11]3[N:34]=[CH:35][N:36]=[C:10]23)[CH2:7][CH2:8]1. The yield is 0.700. The catalyst is O1CCCC1. (4) The reactants are [C:1]([C:3]1[C:4]([NH2:10])=[N:5][C:6]([NH2:9])=[CH:7][CH:8]=1)#[CH:2].[CH2:11]([O:18][C:19]1[CH:24]=[CH:23][C:22]([CH2:25][C:26](Cl)=[N:27][OH:28])=[CH:21][N:20]=1)[C:12]1[CH:17]=[CH:16][CH:15]=[CH:14][CH:13]=1.C(N(CC)CC)C. The catalyst is O1CCCC1. The yield is 0.730. The product is [CH2:11]([O:18][C:19]1[N:20]=[CH:21][C:22]([CH2:25][C:26]2[CH:2]=[C:1]([C:3]3[C:4]([NH2:10])=[N:5][C:6]([NH2:9])=[CH:7][CH:8]=3)[O:28][N:27]=2)=[CH:23][CH:24]=1)[C:12]1[CH:13]=[CH:14][CH:15]=[CH:16][CH:17]=1.